This data is from Forward reaction prediction with 1.9M reactions from USPTO patents (1976-2016). The task is: Predict the product of the given reaction. (1) Given the reactants Br[C:2]1[CH:3]=[C:4]2[C:9](=[C:10]([O:12][CH3:13])[CH:11]=1)[N:8]=[CH:7][NH:6][C:5]2=[O:14].[F:15][C:16]1[CH:21]=[CH:20][C:19](B(O)O)=[CH:18][CH:17]=1.C(=O)([O-])[O-].[Cs+].[Cs+].O, predict the reaction product. The product is: [F:15][C:16]1[CH:21]=[CH:20][C:19]([C:2]2[CH:3]=[C:4]3[C:9](=[C:10]([O:12][CH3:13])[CH:11]=2)[N:8]=[CH:7][NH:6][C:5]3=[O:14])=[CH:18][CH:17]=1. (2) Given the reactants [CH2:1]([CH:8]1[C:17]2[C:12](=[CH:13][CH:14]=[C:15]([CH2:18][NH:19][S:20]([CH2:23][CH2:24][CH3:25])(=[O:22])=[O:21])[CH:16]=2)[CH2:11][CH2:10][CH:9]1[NH:26]C(=O)OC(C)(C)C)[C:2]1[CH:7]=[CH:6][CH:5]=[CH:4][CH:3]=1.FC(F)(F)C(O)=O, predict the reaction product. The product is: [NH2:26][CH:9]1[CH:8]([CH2:1][C:2]2[CH:7]=[CH:6][CH:5]=[CH:4][CH:3]=2)[C:17]2[CH:16]=[C:15]([CH2:18][NH:19][S:20]([CH2:23][CH2:24][CH3:25])(=[O:22])=[O:21])[CH:14]=[CH:13][C:12]=2[CH2:11][CH2:10]1.